Dataset: Full USPTO retrosynthesis dataset with 1.9M reactions from patents (1976-2016). Task: Predict the reactants needed to synthesize the given product. (1) Given the product [Cl:1][C:2]1[C:3]([O:12][CH2:13][CH:14]2[CH2:18][CH2:17][CH2:16][NH:15]2)=[N:4][CH:5]=[C:6]([C:8]([O:10][CH3:11])=[O:9])[CH:7]=1, predict the reactants needed to synthesize it. The reactants are: [Cl:1][C:2]1[C:3]([O:12][CH2:13][CH:14]2[CH2:18][CH2:17][CH2:16][N:15]2C(OC(C)(C)C)=O)=[N:4][CH:5]=[C:6]([C:8]([O:10][CH3:11])=[O:9])[CH:7]=1.C(O)(C(F)(F)F)=O. (2) Given the product [CH:1]1([CH:7]2[CH2:12][CH:11]([C:13]3[CH:18]=[CH:17][CH:16]=[CH:15][CH:14]=3)[CH2:10][CH2:9][N:8]2[C:20]([O:22][CH2:23][C:24]2[CH:29]=[CH:28][CH:27]=[CH:26][CH:25]=2)=[O:21])[CH2:2][CH2:3][CH2:4][CH2:5][CH2:6]1, predict the reactants needed to synthesize it. The reactants are: [CH:1]1([CH:7]2[CH2:12][CH:11]([C:13]3[CH:18]=[CH:17][CH:16]=[CH:15][CH:14]=3)[CH2:10][CH2:9][NH:8]2)[CH2:6][CH2:5][CH2:4][CH2:3][CH2:2]1.Cl[C:20]([O:22][CH2:23][C:24]1[CH:29]=[CH:28][CH:27]=[CH:26][CH:25]=1)=[O:21].C(N(CC)CC)C. (3) Given the product [NH2:18][C@@:9]([C:11]1[CH:12]=[CH:13][C:14]([Cl:17])=[CH:15][CH:16]=1)([CH3:10])[C@@H:8]([C:4]1[CH:5]=[CH:6][CH:7]=[C:2]([Cl:1])[CH:3]=1)[OH:26], predict the reactants needed to synthesize it. The reactants are: [Cl:1][C:2]1[CH:3]=[C:4]([C@H:8]([OH:26])[C@:9]([NH:18]C(=O)OC(C)(C)C)([C:11]2[CH:16]=[CH:15][C:14]([Cl:17])=[CH:13][CH:12]=2)[CH3:10])[CH:5]=[CH:6][CH:7]=1.ClC1C=C([C@@H](O)[C@](NC(=O)OC(C)(C)C)(C2C=CC(Cl)=CC=2)C)C=CC=1.Cl.O1CCOCC1.C(=O)(O)[O-].[Na+]. (4) Given the product [Cl:1][C:2]1[CH:3]=[C:4]([C:12]2[O:16][N:15]=[C:14]([C:17]3[CH:18]=[CH:19][CH:20]=[C:21]4[C:25]=3[N:24]([CH3:26])[CH:23]=[CH:22]4)[N:13]=2)[CH:5]=[CH:6][C:7]=1[O:8][CH:9]([CH3:10])[CH3:11], predict the reactants needed to synthesize it. The reactants are: [Cl:1][C:2]1[CH:3]=[C:4]([C:12]2[O:16][N:15]=[C:14]([C:17]3[CH:18]=[CH:19][CH:20]=[C:21]4[C:25]=3[NH:24][CH:23]=[CH:22]4)[N:13]=2)[CH:5]=[CH:6][C:7]=1[O:8][CH:9]([CH3:11])[CH3:10].[CH2:26]1N2CCN(CC2)C1.C(=O)(OC)OC. (5) Given the product [Cl:12][C:8]1[CH:9]=[CH:10][CH:11]=[C:2]([CH:14]2[CH2:17][CH2:16][CH2:15]2)[C:3]=1[C:4]([O:6][CH3:7])=[O:5], predict the reactants needed to synthesize it. The reactants are: Br[C:2]1[CH:11]=[CH:10][CH:9]=[C:8]([Cl:12])[C:3]=1[C:4]([O:6][CH3:7])=[O:5].[Br-].[CH:14]1([Zn+])[CH2:17][CH2:16][CH2:15]1.C1C=CC(P(C2C=CC=CC=2)C2C=CC=CC=2)=CC=1.